Dataset: Reaction yield outcomes from USPTO patents with 853,638 reactions. Task: Predict the reaction yield, written as a fraction of the theoretical maximum amount of product (1.0 means a 100% yield; for example, 0.34 means a 34% yield). (1) The reactants are [OH:1][CH2:2][C@@H:3]1[C@@H:7]([O:8][Si](C(C)C)(C(C)C)C(C)C)[CH2:6][C@H:5]([NH:19][C:20]2[C:25]([C:26]([C:28]3[S:29][CH:30]=[C:31]([CH2:33][CH2:34][C:35]4[CH:40]=[CH:39][CH:38]=[CH:37][C:36]=4[O:41][CH3:42])[CH:32]=3)=[O:27])=[CH:24][N:23]=[CH:22][N:21]=2)[CH2:4]1.C(N(CC)CC)C.Cl[S:51]([NH2:54])(=[O:53])=[O:52].Cl. The product is [S:51](=[O:53])(=[O:52])([O:1][CH2:2][C@H:3]1[CH2:4][C@@H:5]([NH:19][C:20]2[C:25]([C:26]([C:28]3[S:29][CH:30]=[C:31]([CH2:33][CH2:34][C:35]4[CH:40]=[CH:39][CH:38]=[CH:37][C:36]=4[O:41][CH3:42])[CH:32]=3)=[O:27])=[CH:24][N:23]=[CH:22][N:21]=2)[CH2:6][C@@H:7]1[OH:8])[NH2:54]. The catalyst is CN(C=O)C. The yield is 0.490. (2) The reactants are [Br:1][C:2]1[CH:7]=[CH:6][C:5]([OH:8])=[CH:4][CH:3]=1.N1C=CN=C1.[C:14]([Si:18](Cl)([CH3:20])[CH3:19])([CH3:17])([CH3:16])[CH3:15]. The catalyst is CN(C)C=O. The product is [Br:1][C:2]1[CH:7]=[CH:6][C:5]([O:8][Si:18]([C:14]([CH3:17])([CH3:16])[CH3:15])([CH3:20])[CH3:19])=[CH:4][CH:3]=1. The yield is 0.978.